This data is from Full USPTO retrosynthesis dataset with 1.9M reactions from patents (1976-2016). The task is: Predict the reactants needed to synthesize the given product. (1) Given the product [F:1][C:2]1[CH:7]=[CH:6][C:5]([C:8]2[C:13]([N:14]3[CH2:19][CH2:18][CH:17]([C:20]([N:27]4[CH2:28][CH2:29][C@H:25]([F:24])[CH2:26]4)=[O:22])[CH2:16][CH2:15]3)=[CH:12][N:11]=[CH:10][N:9]=2)=[CH:4][CH:3]=1, predict the reactants needed to synthesize it. The reactants are: [F:1][C:2]1[CH:7]=[CH:6][C:5]([C:8]2[C:13]([N:14]3[CH2:19][CH2:18][CH:17]([C:20]([OH:22])=O)[CH2:16][CH2:15]3)=[CH:12][N:11]=[CH:10][N:9]=2)=[CH:4][CH:3]=1.Cl.[F:24][C@H:25]1[CH2:29][CH2:28][NH:27][CH2:26]1.CN(C(ON1N=NC2C=CC=NC1=2)=[N+](C)C)C.F[P-](F)(F)(F)(F)F.CCN(C(C)C)C(C)C. (2) Given the product [CH3:34][CH2:35][C:24]1[CH:25]=[CH:26][C:27](=[O:40])[C:28]2=[CH:3][C:4]3[CH2:5][N:6]4[C:7](=[CH:8][C:9]5[C@@:17]([OH:20])([CH2:18][CH3:19])[C:15](=[O:16])[O:14][CH2:13][C:10]=5[C:11]4=[O:12])[C:21]=3[NH:22][C:23]=12, predict the reactants needed to synthesize it. The reactants are: CC[C:3]1[C:28]2[C:23](=[CH:24][CH:25]=[CH:26][CH:27]=2)[N:22]=[C:21]2[C:4]=1[CH2:5][N:6]1[C:11](=[O:12])[C:10]3[CH2:13][O:14][C:15]([C@:17]([OH:20])([CH2:18][CH3:19])[C:9]=3[CH:8]=[C:7]12)=[O:16].CS(C)=O.O.[C:34](O)(=O)[CH3:35].C(O)(=[O:40])C.IC1C=CC=CC=1. (3) Given the product [F:43][C:44]1[CH:70]=[C:69]([NH2:71])[CH:68]=[CH:67][C:45]=1[O:46][C:47]1[C:52]2=[C:53]([CH3:66])[C:54]([O:56][CH2:57][CH2:58][N:59]3[CH2:60][CH2:61][N:62]([CH3:65])[CH2:63][CH2:64]3)=[CH:55][N:51]2[N:50]=[CH:49][N:48]=1, predict the reactants needed to synthesize it. The reactants are: Cl.FC1C=C(NC(=O)CC(NC2C=CC(F)=CC=2)=O)C=CC=1OC1C2=C(C)C(OCCN3CCOCC3)=CN2N=CN=1.[F:43][C:44]1[CH:70]=[C:69]([N+:71]([O-])=O)[CH:68]=[CH:67][C:45]=1[O:46][C:47]1[C:52]2=[C:53]([CH3:66])[C:54]([O:56][CH2:57][CH2:58][N:59]3[CH2:64][CH2:63][N:62]([CH3:65])[CH2:61][CH2:60]3)=[CH:55][N:51]2[N:50]=[CH:49][N:48]=1.